From a dataset of Full USPTO retrosynthesis dataset with 1.9M reactions from patents (1976-2016). Predict the reactants needed to synthesize the given product. (1) Given the product [CH3:28][N:29]([CH3:33])[C:30]([O:1][C:2]1[CH:3]=[C:4]2[C:9](=[CH:10][CH:11]=1)[C@@H:8]([CH2:12][CH2:13][Br:14])[NH:7][CH2:6][CH2:5]2)=[O:31].[F:15][C:16]([F:21])([F:20])[C:17]([NH2:19])=[O:18], predict the reactants needed to synthesize it. The reactants are: [OH:1][C:2]1[CH:3]=[C:4]2[C:9](=[CH:10][CH:11]=1)[C@@H:8]([CH2:12][CH2:13][Br:14])[NH:7][CH2:6][CH2:5]2.[F:15][C:16]([F:21])([F:20])[C:17]([NH2:19])=[O:18].C(=O)([O-])[O-].[K+].[K+].[CH3:28][N:29]([CH3:33])[C:30](Cl)=[O:31].O. (2) Given the product [Cl:44][C:20]1[C:8]2[C:9](=[CH:10][C:11]([O:12][CH2:13][CH2:14][O:15][CH3:16])=[C:6]([O:5][CH2:4][CH2:3][O:2][CH3:1])[CH:7]=2)[N:17]=[CH:18][N:19]=1.[C:28]([C:26]1[CH:27]=[C:22]([CH:23]=[CH:24][CH:25]=1)[NH2:21])#[CH:29], predict the reactants needed to synthesize it. The reactants are: [CH3:1][O:2][CH2:3][CH2:4][O:5][C:6]1[CH:7]=[C:8]2[C:20]([NH:21][C:22]3[CH:23]=[CH:24][CH:25]=[C:26]([C:28]#[CH:29])[CH:27]=3)=[N:19][CH:18]=[N:17][C:9]2=[CH:10][C:11]=1[O:12][CH2:13][CH2:14][O:15][CH3:16].Cl.CN(C)C=O.CN1CCCC1=O.C(Cl)(Cl)[Cl:44]. (3) Given the product [C:1]([C@H:4]([N:6]1[C:11](=[O:12])[C@@H:10]([NH:13][C:27](=[O:28])[CH2:26][C:20]2[CH:25]=[CH:24][CH:23]=[CH:22][CH:21]=2)[C@@H:9]([OH:14])[CH2:8][O:7]1)[CH3:5])([OH:3])=[O:2], predict the reactants needed to synthesize it. The reactants are: [C:1]([C@H:4]([N:6]1[C:11](=[O:12])[C@@H:10]([NH2:13])[C@@H:9]([OH:14])[CH2:8][O:7]1)[CH3:5])([OH:3])=[O:2].C([O-])(O)=O.[Na+].[C:20]1([CH2:26][C:27](Cl)=[O:28])[CH:25]=[CH:24][CH:23]=[CH:22][CH:21]=1.CC#N. (4) The reactants are: [Cl:1][C:2]1[CH:3]=[C:4]2[C:9](=[CH:10][CH:11]=1)[CH:8]=[C:7]([S:12]([N:15]1[CH2:20][CH2:19][N:18]([C:21](=[O:34])[C:22]3[CH:27]=[CH:26][C:25]([C:28]4[CH:33]=[CH:32][N:31]=[CH:30][CH:29]=4)=[CH:24][CH:23]=3)[CH2:17][CH2:16]1)(=[O:14])=[O:13])[CH:6]=[CH:5]2.ClC1C=CC=C(C(OO)=[O:43])C=1.S([O-])([O-])=O.[Na+].[Na+].C(=O)(O)[O-].[Na+]. Given the product [Cl:1][C:2]1[CH:3]=[C:4]2[C:9](=[CH:10][CH:11]=1)[CH:8]=[C:7]([S:12]([N:15]1[CH2:20][CH2:19][N:18]([C:21]([C:22]3[CH:23]=[CH:24][C:25]([C:28]4[CH:33]=[CH:32][N+:31]([O-:43])=[CH:30][CH:29]=4)=[CH:26][CH:27]=3)=[O:34])[CH2:17][CH2:16]1)(=[O:14])=[O:13])[CH:6]=[CH:5]2, predict the reactants needed to synthesize it.